From a dataset of NCI-60 drug combinations with 297,098 pairs across 59 cell lines. Regression. Given two drug SMILES strings and cell line genomic features, predict the synergy score measuring deviation from expected non-interaction effect. (1) Drug 1: C1CNP(=O)(OC1)N(CCCl)CCCl. Drug 2: COCCOC1=C(C=C2C(=C1)C(=NC=N2)NC3=CC=CC(=C3)C#C)OCCOC.Cl. Cell line: EKVX. Synergy scores: CSS=-1.33, Synergy_ZIP=0.882, Synergy_Bliss=2.02, Synergy_Loewe=-11.7, Synergy_HSA=-6.31. (2) Drug 1: C1=C(C(=O)NC(=O)N1)F. Drug 2: C1C(C(OC1N2C=C(C(=O)NC2=O)F)CO)O. Cell line: SNB-75. Synergy scores: CSS=43.6, Synergy_ZIP=-7.24, Synergy_Bliss=-6.99, Synergy_Loewe=-1.91, Synergy_HSA=-0.151.